This data is from Reaction yield outcomes from USPTO patents with 853,638 reactions. The task is: Predict the reaction yield, written as a fraction of the theoretical maximum amount of product (1.0 means a 100% yield; for example, 0.34 means a 34% yield). The reactants are Br[C:2]1[C:6]2[CH2:7][N:8]([C:11]([O:13][C:14]([CH3:17])([CH3:16])[CH3:15])=[O:12])[CH2:9][CH2:10][C:5]=2[N:4]([CH:18]2[CH2:23][CH2:22][O:21][CH2:20][CH2:19]2)[N:3]=1.C1(P(C2CCCCC2)C2C=CC=CC=2C2C(OC(C)C)=CC=CC=2OC(C)C)CCCCC1.[F:57][CH:58]([F:69])[C:59]1[CH:68]=[C:67]2[C:62]([CH2:63][CH2:64][CH2:65][NH:66]2)=[CH:61][CH:60]=1.C(O[Na])(C)(C)C. The catalyst is O1CCOCC1. The product is [F:69][CH:58]([F:57])[C:59]1[CH:68]=[C:67]2[C:62]([CH2:63][CH2:64][CH2:65][N:66]2[C:2]2[C:6]3[CH2:7][N:8]([C:11]([O:13][C:14]([CH3:17])([CH3:16])[CH3:15])=[O:12])[CH2:9][CH2:10][C:5]=3[N:4]([CH:18]3[CH2:23][CH2:22][O:21][CH2:20][CH2:19]3)[N:3]=2)=[CH:61][CH:60]=1. The yield is 0.550.